From a dataset of Reaction yield outcomes from USPTO patents with 853,638 reactions. Predict the reaction yield, written as a fraction of the theoretical maximum amount of product (1.0 means a 100% yield; for example, 0.34 means a 34% yield). (1) The reactants are [CH3:1][C:2]1[N:3]=[C:4]2[CH:9]=[CH:8][C:7]([NH:10][C:11](=[O:24])[C:12]3[CH:17]=[CH:16][C:15]([CH:18]4[CH2:23][CH2:22][NH:21][CH2:20][CH2:19]4)=[N:14][CH:13]=3)=[CH:6][N:5]2[CH:25]=1.[C:26](O[BH-](OC(=O)C)OC(=O)C)(=O)C.[Na+].C=O. The catalyst is ClCCCl. The product is [CH3:1][C:2]1[N:3]=[C:4]2[CH:9]=[CH:8][C:7]([NH:10][C:11](=[O:24])[C:12]3[CH:17]=[CH:16][C:15]([CH:18]4[CH2:23][CH2:22][N:21]([CH3:26])[CH2:20][CH2:19]4)=[N:14][CH:13]=3)=[CH:6][N:5]2[CH:25]=1. The yield is 0.653. (2) The reactants are [CH3:1][S:2]([C:5]1[CH:6]=[CH:7][C:8]([NH2:11])=[N:9][CH:10]=1)(=[O:4])=[O:3].Br[C:13]1[C:14](=[O:21])[N:15]([CH3:20])[CH:16]=[C:17]([Br:19])[CH:18]=1.C(=O)([O-])[O-].[Cs+].[Cs+].CC1(C)C2C(=C(P(C3C=CC=CC=3)C3C=CC=CC=3)C=CC=2)OC2C(P(C3C=CC=CC=3)C3C=CC=CC=3)=CC=CC1=2. The catalyst is C1C=CC(/C=C/C(/C=C/C2C=CC=CC=2)=O)=CC=1.C1C=CC(/C=C/C(/C=C/C2C=CC=CC=2)=O)=CC=1.C1C=CC(/C=C/C(/C=C/C2C=CC=CC=2)=O)=CC=1.[Pd].[Pd].O1CCOCC1. The product is [Br:19][C:17]1[CH:18]=[C:13]([NH:11][C:8]2[CH:7]=[CH:6][C:5]([S:2]([CH3:1])(=[O:4])=[O:3])=[CH:10][N:9]=2)[C:14](=[O:21])[N:15]([CH3:20])[CH:16]=1. The yield is 0.300. (3) The reactants are [C:1]([C:3]1[CH:8]=[CH:7][C:6]([CH:9]2[CH2:14][CH2:13][N:12]([C:15]([C:17]3[C:18]([CH2:29][CH3:30])=[CH:19][C:20]([CH2:27][CH3:28])=[C:21]([CH:26]=3)[C:22]([NH:24][NH2:25])=[O:23])=[O:16])[CH2:11][CH2:10]2)=[CH:5][CH:4]=1)#[N:2].O.C(=O)(O)[O-].[Na+].Br[C:38]#[N:39]. The catalyst is O1CCOCC1. The product is [NH2:39][C:38]1[O:23][C:22]([C:21]2[C:20]([CH2:27][CH3:28])=[CH:19][C:18]([CH2:29][CH3:30])=[C:17]([CH:26]=2)[C:15]([N:12]2[CH2:13][CH2:14][CH:9]([C:6]3[CH:5]=[CH:4][C:3]([C:1]#[N:2])=[CH:8][CH:7]=3)[CH2:10][CH2:11]2)=[O:16])=[N:24][N:25]=1. The yield is 0.890. (4) No catalyst specified. The reactants are [Cl:1][C:2]1[CH:3]=[C:4]([NH2:20])[C:5]([NH2:19])=[CH:6][C:7]=1[C:8]1[CH:13]=[CH:12][C:11]([C:14]([F:17])([F:16])[F:15])=[CH:10][C:9]=1[Cl:18].[F:21][C:22]([F:30])([F:29])[C:23]([F:28])([F:27])[C:24](O)=O. The product is [Cl:1][C:2]1[C:7]([C:8]2[CH:13]=[CH:12][C:11]([C:14]([F:17])([F:15])[F:16])=[CH:10][C:9]=2[Cl:18])=[CH:6][C:5]2[NH:19][C:24]([C:23]([F:28])([F:27])[C:22]([F:30])([F:29])[F:21])=[N:20][C:4]=2[CH:3]=1. The yield is 0.740. (5) The reactants are [NH2:1][C@@H:2]([CH3:30])[C@@H:3]([C:24]1[CH:29]=[CH:28][CH:27]=[CH:26][CH:25]=1)[O:4][C:5]1[CH:6]=[C:7]2[C:11](=[CH:12][CH:13]=1)[N:10]([C:14]1[CH:23]=[CH:22][C:17]([C:18]([O:20][CH3:21])=[O:19])=[CH:16][CH:15]=1)[N:9]=[CH:8]2.C(N(CC)CC)C.[O:38]1[CH:42]=[CH:41][CH:40]=[C:39]1[C:43](Cl)=[O:44]. The catalyst is ClCCl. The product is [O:38]1[CH:42]=[CH:41][CH:40]=[C:39]1[C:43]([NH:1][C@@H:2]([CH3:30])[C@@H:3]([C:24]1[CH:25]=[CH:26][CH:27]=[CH:28][CH:29]=1)[O:4][C:5]1[CH:6]=[C:7]2[C:11](=[CH:12][CH:13]=1)[N:10]([C:14]1[CH:23]=[CH:22][C:17]([C:18]([O:20][CH3:21])=[O:19])=[CH:16][CH:15]=1)[N:9]=[CH:8]2)=[O:44]. The yield is 0.481. (6) The catalyst is C(O)C.[Pd]. The reactants are [CH2:1]([O:3][C:4]([CH:6]([P:22]([O:27][CH2:28][CH3:29])([O:24][CH2:25][CH3:26])=[O:23])[O:7][C@@H:8]1[CH2:12][C@H:11]([N:13]2[CH:21]=[C:19]([CH3:20])[C:17](=[O:18])[NH:16][C:14]2=[O:15])[CH:10]=[CH:9]1)=[O:5])[CH3:2]. The product is [CH2:1]([O:3][C:4]([CH:6]([P:22]([O:24][CH2:25][CH3:26])([O:27][CH2:28][CH3:29])=[O:23])[O:7][C@@H:8]1[CH2:12][C@H:11]([N:13]2[CH:21]=[C:19]([CH3:20])[C:17](=[O:18])[NH:16][C:14]2=[O:15])[CH2:10][CH2:9]1)=[O:5])[CH3:2]. The yield is 0.890. (7) The reactants are Cl[C:2]1[N:10]=[C:9]2[C:5]([N:6]=[CH:7][N:8]2[CH2:11][CH2:12][N:13]2[CH2:18][CH2:17][CH2:16][CH2:15][CH2:14]2)=[C:4]([N:19]2[CH2:24][CH2:23][O:22][CH2:21][CH2:20]2)[N:3]=1.C([O-])(O)=O.[Na+].[OH:30][CH2:31][C:32]1[CH:33]=[C:34](B(O)O)[CH:35]=[CH:36][CH:37]=1. The catalyst is CN(C=O)C.C1C=CC([P]([Pd]([P](C2C=CC=CC=2)(C2C=CC=CC=2)C2C=CC=CC=2)([P](C2C=CC=CC=2)(C2C=CC=CC=2)C2C=CC=CC=2)[P](C2C=CC=CC=2)(C2C=CC=CC=2)C2C=CC=CC=2)(C2C=CC=CC=2)C2C=CC=CC=2)=CC=1. The product is [N:19]1([C:4]2[N:3]=[C:2]([C:36]3[CH:37]=[C:32]([CH2:31][OH:30])[CH:33]=[CH:34][CH:35]=3)[N:10]=[C:9]3[C:5]=2[N:6]=[CH:7][N:8]3[CH2:11][CH2:12][N:13]2[CH2:18][CH2:17][CH2:16][CH2:15][CH2:14]2)[CH2:24][CH2:23][O:22][CH2:21][CH2:20]1. The yield is 0.700. (8) The reactants are O[CH2:2][CH2:3][CH2:4][CH2:5][CH2:6][C:7]([O:9][CH3:10])=[O:8].[Li+].[OH-].[C:13]([O-:16])(O)=O.[Na+].C(Br)[C:19]1[CH:24]=[CH:23][CH:22]=[CH:21][CH:20]=1. The catalyst is C1COCC1.CN(C=O)C.C(OCC)(=O)C.O. The yield is 0.600. The product is [OH:16][CH2:13][CH2:2][CH2:3][CH2:4][CH2:5][CH2:6][C:7]([O:9][CH2:10][C:19]1[CH:24]=[CH:23][CH:22]=[CH:21][CH:20]=1)=[O:8].